Dataset: Full USPTO retrosynthesis dataset with 1.9M reactions from patents (1976-2016). Task: Predict the reactants needed to synthesize the given product. Given the product [O:13]1[CH2:3][CH2:4][CH2:5][CH:6]1[CH:7]([OH:1])[CH2:8][CH2:9][CH2:10][CH2:11][CH3:12], predict the reactants needed to synthesize it. The reactants are: [OH:1]O.[CH2:3]([OH:13])[CH2:4][CH2:5]/[CH:6]=[CH:7]\[CH2:8][CH2:9][CH2:10][CH2:11][CH3:12].